Predict the product of the given reaction. From a dataset of Forward reaction prediction with 1.9M reactions from USPTO patents (1976-2016). Given the reactants [Br:1][C:2]1[CH:11]=[C:10]2[C:5]([CH2:6][CH2:7][N:8]([C:15](=O)[C:16]([N:18]([C:31]([CH3:34])([CH3:33])[CH3:32])[CH2:19][CH2:20][CH2:21][O:22][CH2:23][C:24]#[C:25][C:26]3[S:30][CH:29]=[N:28][CH:27]=3)=[O:17])[CH:9]2C(O)=O)=[CH:4][C:3]=1[O:36][CH3:37].C([O-])(=O)C.[Na+].[NH4+].[OH-].C(OCC)C, predict the reaction product. The product is: [Br:1][C:2]1[C:3]([O:36][CH3:37])=[CH:4][C:5]2[CH2:6][CH2:7][N:8]3[C:15]4[C:16](=[O:17])[N:18]([C:31]([CH3:34])([CH3:32])[CH3:33])[CH2:19][CH2:20][CH2:21][O:22][CH2:23][C:24]=4[C:25]([C:26]4[S:30][CH:29]=[N:28][CH:27]=4)=[C:9]3[C:10]=2[CH:11]=1.